Dataset: Reaction yield outcomes from USPTO patents with 853,638 reactions. Task: Predict the reaction yield, written as a fraction of the theoretical maximum amount of product (1.0 means a 100% yield; for example, 0.34 means a 34% yield). (1) The reactants are [CH2:1]1[CH2:6][C@H:5]([C:7]([OH:9])=[O:8])[CH2:4][CH2:3][C@H:2]1[CH2:10][NH2:11].[CH3:12][CH:13]([CH3:32])[C:14]([O:16][CH:17]([O:21][C:22](ON1C(=O)CCC1=O)=[O:23])[CH:18]([CH3:20])[CH3:19])=[O:15]. The catalyst is CC(OC)(C)C.CC(C)=O.O. The product is [CH3:12][CH:13]([CH3:32])[C:14]([O:16][CH:17]([O:21][C:22]([NH:11][CH2:10][C@H:2]1[CH2:3][CH2:4][C@H:5]([C:7]([OH:9])=[O:8])[CH2:6][CH2:1]1)=[O:23])[CH:18]([CH3:19])[CH3:20])=[O:15]. The yield is 0.710. (2) The reactants are [Cl:1][C:2]1[CH:3]=[C:4]([CH:10]=[CH:11][C:12]=1[Cl:13])/[CH:5]=[CH:6]/[C:7]([OH:9])=O.C(Cl)(=O)C(Cl)=O.[NH:20]1[CH2:26][CH2:25][C:24](=[O:27])[NH:23][CH2:22][CH2:21]1.C(N(CC)CC)C. The catalyst is C(Cl)Cl.CN(C=O)C. The product is [Cl:1][C:2]1[CH:3]=[C:4](/[CH:5]=[CH:6]/[C:7]([N:20]2[CH2:26][CH2:25][C:24](=[O:27])[NH:23][CH2:22][CH2:21]2)=[O:9])[CH:10]=[CH:11][C:12]=1[Cl:13]. The yield is 0.580. (3) The reactants are [CH2:1]([O:8][C:9](=[O:14])[NH:10][CH:11]1[CH2:13][CH2:12]1)[C:2]1[CH:7]=[CH:6][CH:5]=[CH:4][CH:3]=1.[CH3:15]I.[H-].[Na+]. The catalyst is C1COCC1.CN(C=O)C. The product is [CH2:1]([O:8][C:9](=[O:14])[N:10]([CH:11]1[CH2:12][CH2:13]1)[CH3:15])[C:2]1[CH:7]=[CH:6][CH:5]=[CH:4][CH:3]=1. The yield is 0.910. (4) The reactants are O=C1O[C@H]([C@H](CO)O)C([O-])=C1O.[Na+].[CH3:14][O:15][C:16]1[CH:17]=[C:18](/[CH:24]=[CH:25]/[C:26]([NH:28][C:29]2[CH:40]=[CH:39][CH:38]=[CH:37][C:30]=2[C:31]([NH:33][CH2:34][C:35]#[CH:36])=[O:32])=[O:27])[CH:19]=[CH:20][C:21]=1[O:22][CH3:23].[N:41]([CH2:44][C:45]([NH:47][C:48]1[CH:53]=[CH:52][CH:51]=[CH:50][CH:49]=1)=[O:46])=[N+:42]=[N-:43]. The catalyst is CS(C)=O.O.S([O-])([O-])(=O)=O.[Cu+2].C(C(N(C(C1N=NNC=1)CC1C=CC=CC=1)C(C1N=NNC=1)CC1C=CC=CC=1)C1N=NNC=1)C1C=CC=CC=1. The product is [CH3:14][O:15][C:16]1[CH:17]=[C:18](/[CH:24]=[CH:25]/[C:26]([NH:28][C:29]2[CH:40]=[CH:39][CH:38]=[CH:37][C:30]=2[C:31]([NH:33][CH2:34][C:35]2[N:43]=[N:42][N:41]([CH2:44][C:45](=[O:46])[NH:47][C:48]3[CH:49]=[CH:50][CH:51]=[CH:52][CH:53]=3)[CH:36]=2)=[O:32])=[O:27])[CH:19]=[CH:20][C:21]=1[O:22][CH3:23]. The yield is 0.860.